Task: Binary Classification. Given a drug SMILES string, predict its activity (active/inactive) in a high-throughput screening assay against a specified biological target.. Dataset: HIV replication inhibition screening data with 41,000+ compounds from the AIDS Antiviral Screen The compound is O=S(=O)(F)c1ccc(C[PH](c2ccccc2)(c2ccccc2)c2ccccc2)cc1. The result is 0 (inactive).